Dataset: Full USPTO retrosynthesis dataset with 1.9M reactions from patents (1976-2016). Task: Predict the reactants needed to synthesize the given product. (1) Given the product [N:8]1([C:42]([O:44][CH2:45][C:46]2[CH:51]=[CH:50][CH:49]=[CH:48][CH:47]=2)=[O:43])[CH2:10][C@H:9]1[C:11]([O:13][CH3:14])=[O:12], predict the reactants needed to synthesize it. The reactants are: C1(C(C2C=CC=CC=2)(C2C=CC=CC=2)[N:8]2[CH2:10][C@H:9]2[C:11]([O:13][CH3:14])=[O:12])C=CC=CC=1.C(O)(C(F)(F)F)=O.C(N(CC)CC)C.Cl[C:42]([O:44][CH2:45][C:46]1[CH:51]=[CH:50][CH:49]=[CH:48][CH:47]=1)=[O:43].C([O-])(O)=O.[Na+]. (2) Given the product [F:35][C:33]([F:34])([F:36])[C:30]1[CH:31]=[CH:32][C:27]([O:26][C:23]2[CH:24]=[CH:25][C:20]([O:19][C:17]([N:1]3[CH2:2][CH2:3][CH:4]([CH2:7][N:8]4[CH2:13][CH2:12][CH:11]([OH:14])[CH2:10][CH2:9]4)[CH2:5][CH2:6]3)=[O:18])=[CH:21][CH:22]=2)=[N:28][CH:29]=1, predict the reactants needed to synthesize it. The reactants are: [NH:1]1[CH2:6][CH2:5][CH:4]([CH2:7][N:8]2[CH2:13][CH2:12][CH:11]([OH:14])[CH2:10][CH2:9]2)[CH2:3][CH2:2]1.Cl.Cl[C:17]([O:19][C:20]1[CH:25]=[CH:24][C:23]([O:26][C:27]2[CH:32]=[CH:31][C:30]([C:33]([F:36])([F:35])[F:34])=[CH:29][N:28]=2)=[CH:22][CH:21]=1)=[O:18]. (3) Given the product [CH2:17]([O:19][C:20](=[O:30])[CH2:21][O:22][C:23]1[CH:28]=[CH:27][CH:26]=[C:25]([NH:29][C:14]([C:12]2[CH:11]=[CH:10][CH:9]=[C:8]([C:5]3[CH:4]=[CH:3][C:2]([Cl:1])=[CH:7][CH:6]=3)[N:13]=2)=[O:16])[CH:24]=1)[CH3:18], predict the reactants needed to synthesize it. The reactants are: [Cl:1][C:2]1[CH:7]=[CH:6][C:5]([C:8]2[N:13]=[C:12]([C:14]([OH:16])=O)[CH:11]=[CH:10][CH:9]=2)=[CH:4][CH:3]=1.[CH2:17]([O:19][C:20](=[O:30])[CH2:21][O:22][C:23]1[CH:28]=[CH:27][CH:26]=[C:25]([NH2:29])[CH:24]=1)[CH3:18]. (4) The reactants are: Cl.Cl.C[O:4][C:5]1C=[CH:9][C:8](N2CCNCC2)=[CH:7][CH:6]=1.C(Cl)(=O)CC(C)C.[CH2:24]([O:31][C:32]1[CH:37]=[CH:36][C:35]([N:38]2[CH2:43][CH2:42][NH:41][CH2:40][CH2:39]2)=[CH:34][C:33]=1[F:44])[C:25]1[CH:30]=[CH:29][CH:28]=[CH:27][CH:26]=1.C(Cl)(=O)CCCC. Given the product [CH2:24]([O:31][C:32]1[CH:37]=[CH:36][C:35]([N:38]2[CH2:43][CH2:42][N:41]([C:5](=[O:4])[CH2:6][CH2:7][CH2:8][CH3:9])[CH2:40][CH2:39]2)=[CH:34][C:33]=1[F:44])[C:25]1[CH:26]=[CH:27][CH:28]=[CH:29][CH:30]=1, predict the reactants needed to synthesize it. (5) Given the product [Cl:3][C:4]1[CH:5]=[CH:6][C:7]([NH:14][C:15]([C:17]2[CH:22]=[CH:21][CH:20]=[C:19]([C:23]3[C:32]4[C:27](=[CH:28][CH:29]=[CH:30][CH:31]=4)[CH:26]=[N:25][CH:24]=3)[CH:18]=2)=[O:16])=[C:8]([CH:13]=1)[C:9]([O-:11])=[O:10].[Na+:2], predict the reactants needed to synthesize it. The reactants are: [OH-].[Na+:2].[Cl:3][C:4]1[CH:5]=[CH:6][C:7]([NH:14][C:15]([C:17]2[CH:22]=[CH:21][CH:20]=[C:19]([C:23]3[C:32]4[C:27](=[CH:28][CH:29]=[CH:30][CH:31]=4)[CH:26]=[N:25][CH:24]=3)[CH:18]=2)=[O:16])=[C:8]([CH:13]=1)[C:9]([O:11]C)=[O:10]. (6) Given the product [C:1]1([CH:7]=[CH:8][C:9]([NH:11][C@H:12]([C:23]([O-:25])=[O:24])[CH2:13][C:14]2[C:22]3[C:17](=[CH:18][CH:19]=[CH:20][CH:21]=3)[NH:16][CH:15]=2)=[O:10])[CH:6]=[CH:5][CH:4]=[CH:3][CH:2]=1.[Na+:28], predict the reactants needed to synthesize it. The reactants are: [C:1]1([CH:7]=[CH:8][C:9]([NH:11][C@H:12]([C:23]([O:25]C)=[O:24])[CH2:13][C:14]2[C:22]3[C:17](=[CH:18][CH:19]=[CH:20][CH:21]=3)[NH:16][CH:15]=2)=[O:10])[CH:6]=[CH:5][CH:4]=[CH:3][CH:2]=1.[OH-].[Na+:28]. (7) The reactants are: Cl[C:2]1[CH:3]=[C:4]([F:35])[C:5]([C:8]([N:10]2[CH2:15][CH2:14][N:13]([CH2:16][CH:17]([N:21]3[CH:25]=[C:24]([C:26]4[C:27]5[CH:34]=[CH:33][NH:32][C:28]=5[N:29]=[CH:30][N:31]=4)[CH:23]=[N:22]3)[CH2:18][C:19]#[N:20])[CH2:12][CH2:11]2)=[O:9])=[N:6][CH:7]=1.C1(P(C2CCCCC2)C2C=CC=CC=2C2C(OC)=CC=CC=2OC)CCCCC1.[CH3:65][N:66](C=O)C. Given the product [C:19]([CH2:18][CH:17]([N:21]1[CH:25]=[C:24]([C:26]2[C:27]3[CH:34]=[CH:33][NH:32][C:28]=3[N:29]=[CH:30][N:31]=2)[CH:23]=[N:22]1)[CH2:16][N:13]1[CH2:14][CH2:15][N:10]([C:8]([C:5]2[C:4]([F:35])=[CH:3][C:2]([C:65]#[N:66])=[CH:7][N:6]=2)=[O:9])[CH2:11][CH2:12]1)#[N:20], predict the reactants needed to synthesize it. (8) Given the product [F:26][C:23]1[CH:22]=[CH:21][C:20]([CH2:19][C:17]2[N:16]=[C:15]([C:27]3[CH:28]=[CH:29][C:30]([F:33])=[CH:31][CH:32]=3)[C:12]3[CH2:13][CH2:14][N:8]([CH3:6])[CH2:9][C:10](=[CH2:34])[C:11]=3[N:18]=2)=[CH:25][CH:24]=1, predict the reactants needed to synthesize it. The reactants are: C(O[C:6]([N:8]1[CH2:14][CH2:13][C:12]2[C:15]([C:27]3[CH:32]=[CH:31][C:30]([F:33])=[CH:29][CH:28]=3)=[N:16][C:17]([CH2:19][C:20]3[CH:25]=[CH:24][C:23]([F:26])=[CH:22][CH:21]=3)=[N:18][C:11]=2[CH2:10][CH2:9]1)=O)(C)(C)C.[CH2:34]=O.